From a dataset of Catalyst prediction with 721,799 reactions and 888 catalyst types from USPTO. Predict which catalyst facilitates the given reaction. (1) Reactant: Cl.Cl.[CH3:3][C:4]([CH3:16])([CH2:9][N:10]1[CH2:15][CH2:14][NH:13][CH2:12][CH2:11]1)[C:5]([O:7][CH3:8])=[O:6].[Cl:17][C:18]1[CH:19]=[CH:20][C:21]2[N:27]=[C:26](Cl)[C:25]3=[CH:29][C:30]([CH3:32])=[CH:31][N:24]3[CH2:23][C:22]=2[CH:33]=1.C(#N)C.C(=O)([O-])[O-].[K+].[K+]. Product: [Cl:17][C:18]1[CH:19]=[CH:20][C:21]2[N:27]=[C:26]([N:13]3[CH2:14][CH2:15][N:10]([CH2:9][C:4]([CH3:16])([CH3:3])[C:5]([O:7][CH3:8])=[O:6])[CH2:11][CH2:12]3)[C:25]3=[CH:29][C:30]([CH3:32])=[CH:31][N:24]3[CH2:23][C:22]=2[CH:33]=1. The catalyst class is: 6. (2) Reactant: [F:1][C@:2]12[C@@H:22]([O:23][C:24](=[O:29])[C:25]([F:28])([F:27])[F:26])[CH2:21][C@@:20]3([CH3:30])[C@@H:12]([CH2:13][C@H:14]([CH3:32])[C@:15]3([OH:31])[C:16](=[O:19])[CH2:17][OH:18])[C@@H:11]1[CH2:10][CH2:9][C:8]1[C@:3]2([CH3:34])[CH:4]=[CH:5][C:6](=[O:33])[CH:7]=1.[C:35](OC(=O)C)(=[O:37])[CH3:36]. Product: [F:1][C@:2]12[C@@H:22]([O:23][C:24](=[O:29])[C:25]([F:27])([F:26])[F:28])[CH2:21][C@@:20]3([CH3:30])[C@@H:12]([CH2:13][C@H:14]([CH3:32])[C@:15]3([OH:31])[C:16](=[O:19])[CH2:17][O:18][C:35](=[O:37])[CH3:36])[C@@H:11]1[CH2:10][CH2:9][C:8]1[C@:3]2([CH3:34])[CH:4]=[CH:5][C:6](=[O:33])[CH:7]=1. The catalyst class is: 230. (3) Reactant: [N:1]([CH2:4][CH:5]([OH:18])[CH2:6][N:7]1[C:11](=[O:12])[C:10]2=[CH:13][CH:14]=[CH:15][CH:16]=[C:9]2[C:8]1=[O:17])=[N+]=[N-].[ClH:19].[H][H]. The catalyst class is: 63. Product: [ClH:19].[NH2:1][CH2:4][CH:5]([OH:18])[CH2:6][N:7]1[C:11](=[O:12])[C:10]2=[CH:13][CH:14]=[CH:15][CH:16]=[C:9]2[C:8]1=[O:17]. (4) Reactant: [Br:1][C:2]1[CH:10]=[C:9]([F:11])[C:5]([C:6](O)=[O:7])=[C:4]([F:12])[CH:3]=1.C([N:15](CC)CC)C.ClC(OCC)=O.N. Product: [Br:1][C:2]1[CH:10]=[C:9]([F:11])[C:5]([C:6]([NH2:15])=[O:7])=[C:4]([F:12])[CH:3]=1. The catalyst class is: 1. (5) Reactant: [C:1]([C:3]([C:6]1[CH:7]=[C:8]([CH:11]=[C:12]([C:14]([C:17]#[N:18])([CH3:16])[CH3:15])[CH:13]=1)[CH2:9]Br)([CH3:5])[CH3:4])#[N:2].[NH:19]1[CH:23]=[N:22][CH:21]=[N:20]1. Product: [CH3:4][C:3]([C:6]1[CH:7]=[C:8]([CH2:9][N:19]2[N:20]=[CH:21][N:22]=[CH:23]2)[CH:11]=[C:12]([C:14]([C:17]#[N:18])([CH3:16])[CH3:15])[CH:13]=1)([C:1]#[N:2])[CH3:5]. The catalyst class is: 689. (6) Reactant: [CH3:1][O:2][C:3]1[CH:12]=[CH:11][C:10]2[C:5](=[CH:6][CH:7]=[CH:8][CH:9]=2)[C:4]=1[C:13]([O:15][CH3:16])=[O:14].C(O)(C)(C)C.N.[K].[CH2:24](I)[CH2:25][CH2:26][CH3:27]. Product: [CH2:24]([C:4]1([C:13]([O:15][CH3:16])=[O:14])[C:5]2[C:10](=[CH:9][CH:8]=[CH:7][CH:6]=2)[CH2:11][CH:12]=[C:3]1[O:2][CH3:1])[CH2:25][CH2:26][CH3:27]. The catalyst class is: 7. (7) Product: [Br:14][C:4]1([Br:3])[C:12]2[C:7](=[N:8][CH:9]=[C:10]([Br:1])[CH:11]=2)[NH:6][C:5]1=[O:13]. The catalyst class is: 6. Reactant: [Br:1]Br.[Br:3][C:4]1([Br:14])[C:12]2[C:7](=[N:8][CH:9]=[CH:10][CH:11]=2)[NH:6][C:5]1=[O:13].CC(O)(C)C. (8) Reactant: CN[C:3]([C:5]1[S:6][C:7]([CH3:19])=[C:8]([CH3:18])[C:9]=1[C:10](=[O:17])[C:11]1[CH:16]=[CH:15][CH:14]=[CH:13][CH:12]=1)=[O:4].[OH-:20].[K+]. Product: [C:10]([C:9]1[C:8]([CH3:18])=[C:7]([CH3:19])[S:6][C:5]=1[C:3]([OH:20])=[O:4])(=[O:17])[C:11]1[CH:16]=[CH:15][CH:14]=[CH:13][CH:12]=1. The catalyst class is: 24. (9) Reactant: [NH2:1][C:2]1[CH:7]=[CH:6][CH:5]=[CH:4][N:3]=1.Cl[C:9](OC1C=CC([N+]([O-])=O)=CC=1)=[O:10].C(N(C(C)C)CC)(C)C.[Cl:30][C:31]1[CH:40]=[C:39]2[C:34]([C:35]([N:41]3[CH2:46][CH2:45][NH:44][CH2:43][CH2:42]3)=[CH:36][CH:37]=[N:38]2)=[CH:33][CH:32]=1. Product: [Cl:30][C:31]1[CH:40]=[C:39]2[C:34]([C:35]([N:41]3[CH2:46][CH2:45][N:44]([C:9]([NH:1][C:2]4[CH:7]=[CH:6][CH:5]=[CH:4][N:3]=4)=[O:10])[CH2:43][CH2:42]3)=[CH:36][CH:37]=[N:38]2)=[CH:33][CH:32]=1. The catalyst class is: 61. (10) Reactant: [CH2:1]([O:3][C:4]1[C:5]([C:16](Cl)=[O:17])=[N:6][N:7]([C:9]2[CH:14]=[CH:13][C:12]([F:15])=[CH:11][CH:10]=2)[CH:8]=1)[CH3:2].[CH3:19][O:20][C:21]1[CH:22]=[C:23]2[C:28](=[CH:29][C:30]=1[O:31][CH3:32])[N:27]=[CH:26][CH:25]=[C:24]2[O:33][C:34]1[CH:40]=[CH:39][C:37]([NH2:38])=[CH:36][C:35]=1[F:41]. Product: [CH3:19][O:20][C:21]1[CH:22]=[C:23]2[C:28](=[CH:29][C:30]=1[O:31][CH3:32])[N:27]=[CH:26][CH:25]=[C:24]2[O:33][C:34]1[CH:40]=[CH:39][C:37]([NH:38][C:16]([C:5]2[C:4]([O:3][CH2:1][CH3:2])=[CH:8][N:7]([C:9]3[CH:14]=[CH:13][C:12]([F:15])=[CH:11][CH:10]=3)[N:6]=2)=[O:17])=[CH:36][C:35]=1[F:41]. The catalyst class is: 436.